Dataset: Forward reaction prediction with 1.9M reactions from USPTO patents (1976-2016). Task: Predict the product of the given reaction. Given the reactants [CH:1]([C:3]1[C:11]2[S:10][CH2:9][CH:8]([C:12]3[CH:17]=[CH:16][C:15]([CH:18]([CH3:20])[CH3:19])=[CH:14][CH:13]=3)[C:7]=2[C:6]([CH3:21])=[C:5]([NH:22][C:23](=[O:29])[CH2:24][C:25]([CH3:28])([CH3:27])[CH3:26])[C:4]=1[CH3:30])=O.[CH2:31]([Mg]Br)[CH3:32], predict the reaction product. The product is: [CH:18]([C:15]1[CH:16]=[CH:17][C:12]([CH:8]2[C:7]3[C:6]([CH3:21])=[C:5]([NH:22][C:23](=[O:29])[CH2:24][C:25]([CH3:26])([CH3:28])[CH3:27])[C:4]([CH3:30])=[C:3]([CH2:1][CH2:31][CH3:32])[C:11]=3[S:10][CH2:9]2)=[CH:13][CH:14]=1)([CH3:20])[CH3:19].